This data is from Forward reaction prediction with 1.9M reactions from USPTO patents (1976-2016). The task is: Predict the product of the given reaction. (1) Given the reactants N[CH2:2][CH2:3][C:4]1C=C[C:7]([C:8]([O:10][CH2:11][CH3:12])=[O:9])=[CH:6][CH:5]=1, predict the reaction product. The product is: [C:8]([O:10][CH2:11][CH3:12])(=[O:9])[CH3:7].[CH3:2][CH2:3][CH2:4][CH2:5][CH2:6][CH3:7]. (2) Given the reactants [CH2:1]([O:8][C:9]1[CH:10]=[C:11]([OH:24])[C:12]2[C:13](=[O:23])[C:14]3[C:19]([O:20][C:21]=2[CH:22]=1)=[CH:18][CH:17]=[CH:16][CH:15]=3)[C:2]1[CH:7]=[CH:6][CH:5]=[CH:4][CH:3]=1.CI.[C:27]([O-])([O-])=O.[Cs+].[Cs+].Cl, predict the reaction product. The product is: [CH2:1]([O:8][C:9]1[CH:10]=[C:11]([O:24][CH3:27])[C:12]2[C:13](=[O:23])[C:14]3[C:19]([O:20][C:21]=2[CH:22]=1)=[CH:18][CH:17]=[CH:16][CH:15]=3)[C:2]1[CH:7]=[CH:6][CH:5]=[CH:4][CH:3]=1. (3) Given the reactants C[Mg]Br.[CH2:4](OCC)C.[Br-].[Li+].[CH3:11][C:12]([O:15][C:16]([N:18]1[C@@H:22]2[CH2:23][C:24]([CH2:26][C@H:19]1[CH2:20][CH2:21]2)=[O:25])=[O:17])([CH3:14])[CH3:13], predict the reaction product. The product is: [C:12]([O:15][C:16]([N:18]1[CH:19]2[CH2:20][CH2:21][CH:22]1[CH2:23][C:24]([OH:25])([CH3:4])[CH2:26]2)=[O:17])([CH3:11])([CH3:13])[CH3:14]. (4) Given the reactants [CH2:1]=[C:2]1[CH2:7][CH2:6][CH2:5][CH2:4][CH:3]1[N:8]1[C:16](=[O:17])[C:15]2[C:10](=[CH:11][CH:12]=[CH:13][CH:14]=2)[C:9]1=[O:18].ClC1C=CC=C(C(OO)=[O:27])C=1.S([O-])([O-])=O.[Na+].[Na+], predict the reaction product. The product is: [O:27]1[C:2]2([CH2:7][CH2:6][CH2:5][CH2:4][CH:3]2[N:8]2[C:16](=[O:17])[C:15]3[C:10](=[CH:11][CH:12]=[CH:13][CH:14]=3)[C:9]2=[O:18])[CH2:1]1. (5) Given the reactants C([O:8][C@H:9]([C@H:11]([N:25]1[CH:29]=[C:28]([C:30]([NH2:32])=[O:31])[N:27]=[CH:26]1)[CH2:12][CH2:13][O:14][C:15]1[CH:16]=[C:17]2[C:22](=[CH:23][CH:24]=1)[N:21]=[CH:20][CH:19]=[CH:18]2)[CH3:10])C1C=CC=CC=1, predict the reaction product. The product is: [OH:8][C@H:9]([C@H:11]([N:25]1[CH:29]=[C:28]([C:30]([NH2:32])=[O:31])[N:27]=[CH:26]1)[CH2:12][CH2:13][O:14][C:15]1[CH:16]=[C:17]2[C:22](=[CH:23][CH:24]=1)[N:21]=[CH:20][CH:19]=[CH:18]2)[CH3:10]. (6) Given the reactants [Li+].C[Si]([N-][Si](C)(C)C)(C)C.[CH3:11][O:12][C:13]([CH:15]1[CH2:19][C:18](=[O:20])[N:17]([C:21]2[C:26]([CH3:27])=[CH:25][CH:24]=[CH:23][C:22]=2[CH3:28])[CH2:16]1)=[O:14].[NH4+].[Cl-].C1C[O:34][CH2:33]C1, predict the reaction product. The product is: [CH3:11][O:12][C:13]([C:15]1([CH2:33][OH:34])[CH2:19][C:18](=[O:20])[N:17]([C:21]2[C:26]([CH3:27])=[CH:25][CH:24]=[CH:23][C:22]=2[CH3:28])[CH2:16]1)=[O:14].